From a dataset of Peptide-MHC class II binding affinity with 134,281 pairs from IEDB. Regression. Given a peptide amino acid sequence and an MHC pseudo amino acid sequence, predict their binding affinity value. This is MHC class II binding data. (1) The peptide sequence is GTVVLTATFALGAAL. The MHC is DRB1_1201 with pseudo-sequence DRB1_1201. The binding affinity (normalized) is 0. (2) The peptide sequence is AKKYFAATQFEPLAA. The MHC is DRB1_0101 with pseudo-sequence DRB1_0101. The binding affinity (normalized) is 0.776. (3) The peptide sequence is VTKTSGSAASMVNGV. The MHC is HLA-DQA10201-DQB10402 with pseudo-sequence HLA-DQA10201-DQB10402. The binding affinity (normalized) is 0.414. (4) The peptide sequence is GGGGESFGIVVAWQV. The MHC is HLA-DQA10101-DQB10501 with pseudo-sequence HLA-DQA10101-DQB10501. The binding affinity (normalized) is 0.338. (5) The peptide sequence is YDKFLANVSTVLTGY. The MHC is DRB1_1001 with pseudo-sequence DRB1_1001. The binding affinity (normalized) is 0.208.